Dataset: Catalyst prediction with 721,799 reactions and 888 catalyst types from USPTO. Task: Predict which catalyst facilitates the given reaction. (1) Reactant: [CH2:1]([O:3][C:4]1[CH:9]=[C:8]([O:10][C:11]2[CH:16]=[CH:15][C:14]([C:17]([F:20])([F:19])[F:18])=[CH:13][N:12]=2)[CH:7]=[CH:6][C:5]=1[CH2:21][CH2:22][C:23](OC)=[O:24])[CH3:2].[H-].[Al+3].[Li+].[H-].[H-].[H-].O.O.O.O.O.O.O.O.O.O.S([O-])([O-])(=O)=O.[Na+].[Na+]. Product: [CH2:1]([O:3][C:4]1[CH:9]=[C:8]([O:10][C:11]2[CH:16]=[CH:15][C:14]([C:17]([F:18])([F:19])[F:20])=[CH:13][N:12]=2)[CH:7]=[CH:6][C:5]=1[CH2:21][CH2:22][CH2:23][OH:24])[CH3:2]. The catalyst class is: 7. (2) Reactant: [CH2:1]([C:3]1[C:4]([OH:25])=[C:5]([C:21]([O:23]C)=[O:22])[C:6](=[O:20])[NH:7][C:8]=1[C:9]1[CH:10]=[C:11]2[C:16](=[CH:17][CH:18]=1)[N:15]([CH3:19])[CH2:14][CH2:13][CH2:12]2)[CH3:2].[I-].[Li+]. Product: [CH2:1]([C:3]1[C:4]([OH:25])=[C:5]([C:21]([OH:23])=[O:22])[C:6](=[O:20])[NH:7][C:8]=1[C:9]1[CH:10]=[C:11]2[C:16](=[CH:17][CH:18]=1)[N:15]([CH3:19])[CH2:14][CH2:13][CH2:12]2)[CH3:2]. The catalyst class is: 25. (3) Reactant: [F:1][C:2]1[CH:7]=[CH:6][C:5]([CH:8]([O:15][C:16]2[CH:33]=[CH:32][C:19]([C:20]([NH:22][C@@H:23]([CH2:28][CH2:29][S:30][CH3:31])[C:24]([O:26]C)=[O:25])=[O:21])=[C:18]([C:34]3[CH:39]=[CH:38][C:37]([F:40])=[CH:36][CH:35]=3)[CH:17]=2)[CH2:9][N:10]2[CH:14]=[CH:13][N:12]=[CH:11]2)=[CH:4][CH:3]=1.[OH-].[Na+]. Product: [F:1][C:2]1[CH:7]=[CH:6][C:5]([CH:8]([O:15][C:16]2[CH:33]=[CH:32][C:19]([C:20]([NH:22][C@@H:23]([CH2:28][CH2:29][S:30][CH3:31])[C:24]([OH:26])=[O:25])=[O:21])=[C:18]([C:34]3[CH:35]=[CH:36][C:37]([F:40])=[CH:38][CH:39]=3)[CH:17]=2)[CH2:9][N:10]2[CH:14]=[CH:13][N:12]=[CH:11]2)=[CH:4][CH:3]=1. The catalyst class is: 5. (4) Reactant: C(=O)([O-])[O-].[Cs+].[Cs+].[Cl:7][C:8]1[CH:9]=[CH:10][C:11]2[O:15][C:14](=[O:16])[NH:13][C:12]=2[CH:17]=1.FC(F)(F)S(O[CH2:24][CH:25]([F:27])[F:26])(=O)=O.O. Product: [Cl:7][C:8]1[CH:9]=[CH:10][C:11]2[O:15][C:14](=[O:16])[N:13]([CH2:24][CH:25]([F:27])[F:26])[C:12]=2[CH:17]=1. The catalyst class is: 3. (5) Reactant: CC[C:3]([C:5](Cl)=[O:6])=[O:4].Cl.[CH3:9][NH:10][O:11][CH3:12].C(Cl)(Cl)Cl.C(N([CH2:22][CH3:23])CC)C.[O:24]1CCCC1. Product: [CH3:12][O:11][N:10]([C:3](=[O:4])[C:5]([O:6][CH2:22][CH3:23])=[O:24])[CH3:9]. The catalyst class is: 5. (6) Reactant: [NH:1]1[CH2:4][CH:3]([C:5]2[CH:6]=[CH:7][C:8]([NH:11][C:12]3[C:13](=[O:20])[N:14]([CH3:19])[CH:15]=[C:16]([Br:18])[CH:17]=3)=[N:9][CH:10]=2)[CH2:2]1.[O:21]1[CH2:24][C:23](=O)[CH2:22]1.[BH3-]C#N.[Na+]. The catalyst class is: 466. Product: [Br:18][C:16]1[CH:17]=[C:12]([NH:11][C:8]2[CH:7]=[CH:6][C:5]([CH:3]3[CH2:4][N:1]([CH:23]4[CH2:24][O:21][CH2:22]4)[CH2:2]3)=[CH:10][N:9]=2)[C:13](=[O:20])[N:14]([CH3:19])[CH:15]=1. (7) Reactant: [OH:1][C:2]1[CH:7]=[CH:6][C:5]([C:8]([C:11]2[CH:16]=[CH:15][C:14]([OH:17])=[CH:13][CH:12]=2)([CH3:10])[CH3:9])=[CH:4][CH:3]=1.[CH2:18]=[O:19].[NH2:20]C1C=CC=CC=1. Product: [O:19]1[C:18]2[CH:2]=[CH:3][CH:4]=[CH:5][C:8]=2[CH2:11][CH2:16][NH:20]1.[OH:1][C:2]1[CH:3]=[CH:4][C:5]([C:8]([C:11]2[CH:12]=[CH:13][C:14]([OH:17])=[CH:15][CH:16]=2)([CH3:10])[CH3:9])=[CH:6][CH:7]=1. The catalyst class is: 472.